Task: Predict the product of the given reaction.. Dataset: Forward reaction prediction with 1.9M reactions from USPTO patents (1976-2016) (1) Given the reactants [C:1]([CH:4]1[CH2:9][C:8]([CH3:11])([CH3:10])[CH2:7][CH2:6][C:5]1=[O:12])(=O)[CH3:2].C(Cl)(=O)C([Cl:16])=O, predict the reaction product. The product is: [Cl:16][C:1](=[C:4]1[CH2:9][C:8]([CH3:11])([CH3:10])[CH2:7][CH2:6][C:5]1=[O:12])[CH3:2]. (2) Given the reactants [I:1][C:2]1[CH:7]=[CH:6][C:5]([N:8]([CH2:11][C:12]2[CH:22]=[CH:21][C:15]3[N:16]=[C:17]([S:19][CH3:20])[S:18][C:14]=3[CH:13]=2)[CH:9]=O)=[C:4]([N+:23]([O-])=O)[CH:3]=1, predict the reaction product. The product is: [I:1][C:2]1[CH:7]=[CH:6][C:5]2[N:8]([CH2:11][C:12]3[CH:22]=[CH:21][C:15]4[N:16]=[C:17]([S:19][CH3:20])[S:18][C:14]=4[CH:13]=3)[CH:9]=[N:23][C:4]=2[CH:3]=1. (3) Given the reactants Br[C:2]1[CH:3]=[C:4]2[C:8](=[CH:9][CH:10]=1)[CH2:7][CH2:6][CH2:5]2.[B:11]1([B:11]2[O:15][C:14]([CH3:17])([CH3:16])[C:13]([CH3:19])([CH3:18])[O:12]2)[O:15][C:14]([CH3:17])([CH3:16])[C:13]([CH3:19])([CH3:18])[O:12]1.C([O-])(=O)C.[K+], predict the reaction product. The product is: [CH2:7]1[C:8]2[C:4](=[CH:3][C:2]([B:11]3[O:15][C:14]([CH3:17])([CH3:16])[C:13]([CH3:19])([CH3:18])[O:12]3)=[CH:10][CH:9]=2)[CH2:5][CH2:6]1. (4) Given the reactants [CH:1]([O:4][C:5]1[N:10]=[CH:9][C:8]([O:11][C:12]2[S:13][C:14]([CH:17]=[N:18]O)=[CH:15][N:16]=2)=[CH:7][CH:6]=1)([CH3:3])[CH3:2].CS(Cl)(=O)=O, predict the reaction product. The product is: [CH:1]([O:4][C:5]1[N:10]=[CH:9][C:8]([O:11][C:12]2[S:13][C:14]([C:17]#[N:18])=[CH:15][N:16]=2)=[CH:7][CH:6]=1)([CH3:3])[CH3:2]. (5) Given the reactants [CH3:1][O:2][C:3]([C:5]1[N:6]([NH:11][CH2:12][C:13]2[CH:18]=[CH:17][C:16]([C:19]([F:22])([F:21])[F:20])=[CH:15][CH:14]=2)[CH:7]=[C:8]([Cl:10])[CH:9]=1)=[O:4].[CH3:23][O:24][C:25](=[O:30])[CH2:26][C:27](Cl)=[O:28], predict the reaction product. The product is: [CH3:1][O:2][C:3]([C:5]1[N:6]([N:11]([C:27](=[O:28])[CH2:26][C:25]([O:24][CH3:23])=[O:30])[CH2:12][C:13]2[CH:18]=[CH:17][C:16]([C:19]([F:22])([F:20])[F:21])=[CH:15][CH:14]=2)[CH:7]=[C:8]([Cl:10])[CH:9]=1)=[O:4].